This data is from Reaction yield outcomes from USPTO patents with 853,638 reactions. The task is: Predict the reaction yield, written as a fraction of the theoretical maximum amount of product (1.0 means a 100% yield; for example, 0.34 means a 34% yield). The reactants are I[C:2]1[C:10]2[C:5](=[CH:6][C:7]([C:11]([O:13][CH3:14])=O)=[CH:8][CH:9]=2)[NH:4]N=1.Cl[CH2:16]Cl.[OH-:18].[NH4+:19].[Cl-].[NH4+:21]. The catalyst is CC(N(C)C)=O.[Zn].[C-]#N.[Zn+2].[C-]#N.Cl[Pd]Cl.C1(P(C2C=CC=CC=2)[C-]2C=CC=C2)C=CC=CC=1.[C-]1(P(C2C=CC=CC=2)C2C=CC=CC=2)C=CC=C1.[Fe+2].[Cu]I. The product is [C:16]([C:2]1[C:10]2[C:5](=[CH:6][C:7]([C:11]([O:13][CH3:14])=[O:18])=[CH:8][CH:9]=2)[NH:4][N:21]=1)#[N:19]. The yield is 0.730.